This data is from Peptide-MHC class II binding affinity with 134,281 pairs from IEDB. The task is: Regression. Given a peptide amino acid sequence and an MHC pseudo amino acid sequence, predict their binding affinity value. This is MHC class II binding data. (1) The peptide sequence is QKYVNNTATLLMTSL. The MHC is HLA-DPA10201-DPB10501 with pseudo-sequence HLA-DPA10201-DPB10501. The binding affinity (normalized) is 0.586. (2) The MHC is DRB1_0404 with pseudo-sequence DRB1_0404. The peptide sequence is YYSEPTSENNAHHVC. The binding affinity (normalized) is 0. (3) The peptide sequence is QQPPFGEQEQPVLPQ. The MHC is HLA-DQA10501-DQB10201 with pseudo-sequence HLA-DQA10501-DQB10201. The binding affinity (normalized) is 0.201. (4) The peptide sequence is KEYTFPITLSSTSNP. The MHC is HLA-DQA10501-DQB10301 with pseudo-sequence HLA-DQA10501-DQB10301. The binding affinity (normalized) is 0.143. (5) The peptide sequence is PKYVKQKTLKLAT. The MHC is DRB1_0101 with pseudo-sequence DRB1_0101. The binding affinity (normalized) is 0.574. (6) The peptide sequence is VLFLQMMNVNLQKQL. The MHC is DRB1_1302 with pseudo-sequence DRB1_1302. The binding affinity (normalized) is 0.801. (7) The peptide sequence is INEPTAAAIEYGLDR. The MHC is HLA-DQA10501-DQB10301 with pseudo-sequence HLA-DQA10501-DQB10301. The binding affinity (normalized) is 0.706.